Dataset: Cav3 T-type calcium channel HTS with 100,875 compounds. Task: Binary Classification. Given a drug SMILES string, predict its activity (active/inactive) in a high-throughput screening assay against a specified biological target. (1) The drug is S(=O)(=O)(N(C(C(=O)NCc1cc2OCOc2cc1)C)c1ccccc1)C. The result is 0 (inactive). (2) The compound is S(=O)(=O)(NCCN1CCN(CC1)c1ccccc1)c1c(onc1C)C. The result is 0 (inactive). (3) The molecule is O=C(c1c2c(nc(c1)c1ccccc1)cccc2)c1c(n(c(=O)n(c1=O)C)C)N. The result is 0 (inactive). (4) The molecule is O=C(NC1CCCC1)c1onc(c2nc(NCC3CC3)nc(c2)C)c1. The result is 0 (inactive). (5) The compound is S(=O)(=O)(NC1(C(=C(N(C1=O)CCc1ccccc1)C)C(OC)=O)C(F)(F)F)c1ccc(NC(=O)C)cc1. The result is 0 (inactive). (6) The drug is S=c1n(CC2OCCC2)c(=O)c2c([nH]1)cc(cc2)C(=O)NCCCOC. The result is 0 (inactive).